The task is: Predict the reaction yield, written as a fraction of the theoretical maximum amount of product (1.0 means a 100% yield; for example, 0.34 means a 34% yield).. This data is from Reaction yield outcomes from USPTO patents with 853,638 reactions. (1) The reactants are [CH3:1][N:2]([CH3:6])[CH2:3][CH2:4][NH2:5].[F:7][C:8]1[CH:13]=[CH:12][C:11]([C:14]#[C:15][C:16]2[N:20]3[CH:21]=[CH:22][CH:23]=[CH:24][C:19]3=[N:18][C:17]=2[CH2:25][O:26][C:27]2[CH:35]=[CH:34][CH:33]=[CH:32][C:28]=2[C:29](Cl)=[O:30])=[CH:10][CH:9]=1. The catalyst is ClCCl. The product is [CH3:1][N:2]([CH3:6])[CH2:3][CH2:4][NH:5][C:29](=[O:30])[C:28]1[CH:32]=[CH:33][CH:34]=[CH:35][C:27]=1[O:26][CH2:25][C:17]1[N:18]=[C:19]2[CH:24]=[CH:23][CH:22]=[CH:21][N:20]2[C:16]=1[C:15]#[C:14][C:11]1[CH:12]=[CH:13][C:8]([F:7])=[CH:9][CH:10]=1. The yield is 0.500. (2) The reactants are [CH3:1][O:2][C:3](=[O:25])[CH:4]([O:6][C:7]1[CH:12]=[CH:11][C:10]([NH:13][C:14](=[O:24])[CH2:15][O:16]CC2C=CC=CC=2)=[CH:9][CH:8]=1)[CH3:5]. The catalyst is CO.[Pd]. The product is [CH3:1][O:2][C:3](=[O:25])[CH:4]([O:6][C:7]1[CH:12]=[CH:11][C:10]([NH:13][C:14](=[O:24])[CH2:15][OH:16])=[CH:9][CH:8]=1)[CH3:5]. The yield is 0.363. (3) The reactants are [Br:1][CH2:2][CH2:3][NH2:4].[C:5](O[C:5]([O:7][C:8]([CH3:11])([CH3:10])[CH3:9])=[O:6])([O:7][C:8]([CH3:11])([CH3:10])[CH3:9])=[O:6].C1COCC1.C(=O)([O-])O.[Na+]. The catalyst is C(OCC)(=O)C.O. The product is [Br:1][CH2:2][CH2:3][NH:4][C:5](=[O:6])[O:7][C:8]([CH3:11])([CH3:10])[CH3:9]. The yield is 0.900. (4) The reactants are [CH3:1][C:2]1([CH3:12])[C:11]2[C:6](=[CH:7][CH:8]=[CH:9][CH:10]=2)[NH:5][CH2:4][CH2:3]1.[N+:13]([O-])([O-:15])=[O:14].[K+].C([O-])([O-])=O.[Na+].[Na+]. The catalyst is OS(O)(=O)=O. The product is [CH3:1][C:2]1([CH3:12])[C:11]2[C:6](=[CH:7][C:8]([N+:13]([O-:15])=[O:14])=[CH:9][CH:10]=2)[NH:5][CH2:4][CH2:3]1. The yield is 0.500.